From a dataset of Experimentally validated miRNA-target interactions with 360,000+ pairs, plus equal number of negative samples. Binary Classification. Given a miRNA mature sequence and a target amino acid sequence, predict their likelihood of interaction. (1) The miRNA is hsa-miR-642b-5p with sequence GGUUCCCUCUCCAAAUGUGUCU. The protein sequence of the target gene is MASGVAVSDGVIKVFNDMKVRKSSTPEEVKKRKKAVLFCLSEDKKNIILEEGKEILVGDVGQTVDDPYTTFVKMLPDKDCRYALYDATYETKESKKEDLVFIFWAPENAPLKSKMIYASSKDAIKKKLTGIKHELQANCYEEVKDRCTLAEKLGGSAVISLEGKPL. Result: 0 (no interaction). (2) The miRNA is hsa-miR-2116-5p with sequence GGUUCUUAGCAUAGGAGGUCU. The protein sequence of the target gene is MEADGDGEELARLRSVFAACDANRSGRLEREEFRALCTELRVRPADAEAVFQRLDADRDGAITFQEFARGFLGSLRGGRRRDWGPLDPAPAVSEAGPETHDSEEDEGDEDAAAALATSCGPASPGRAWQDFQARLGDEAKFIPREEQVSTLYQNINLVEPRLIQPYEHVIKNFIREIRLQSTEMENLAIAVKRAQDKAAMQLSELEEEMDQRIQAAEHKTRKDEKRKAEEALSDLRRQYETEVGDLQVTIKKLRKLEEQSKRVSQKEDVAALKKQIYDLSMENQKVKKDLLEAQTNIAFL.... Result: 0 (no interaction). (3) The miRNA is mmu-miR-1981-5p with sequence GUAAAGGCUGGGCUUAGACGUGGC. The protein sequence of the target gene is MGSAAMDTKKKKEVSSPGGSSGKKNPSLKRRSLRVHIPDLSSFAMPLLDGDVENSEKHSSRKVDSPFSSGSPSRGLFSRGPQPRPSSPVSAPVRPKTSPGSPKTVFPFSYQESPPRSPRRMSFSGIFRSSSKESSPNSNPSTSPGGIRFFSRSRKTSSVSSSPSTPTQVTKQHPFPLESYKQEPERPESRIYASSSPPDTGQRFCLAFQSPARPPLASPTYHAPLRTAVLAAAPGPAEAGMLEKLEFQEEEDSESGVYMRFMRSHKCYDIVPTSSKLVVFDTTLQVKKAFFALVANGVRA.... Result: 0 (no interaction). (4) The miRNA is hsa-miR-4677-3p with sequence UCUGUGAGACCAAAGAACUACU. The protein sequence of the target gene is MPTPSAPSPQPKGFRRAVSEQDAKQAEAVTSPRFIGRRQSLIEDARKEREAAAAAAAAAVASSEPGNPLEAVVFEERDGNAVLNLLFSLRGTKPSSLSRAVKVFETFEAKIHHLETRPAQRPLAGSPHLEYFVRFEVPSGDLAALLSSVRRVSDDVRSAREDKVPWFPRKVSELDKCHHLVTKFDPDLDLDHPGFSDQVYRQRRKLIAEIAFQYKHGEPIPHVEYTAEEIATWKEVYVTLKGLYATHACREHLEGFQLLERYCGYREDSIPQLEDVSRFLKERTGFQLRPVAGLLSARDF.... Result: 0 (no interaction). (5) The miRNA is mmu-miR-30e-5p with sequence UGUAAACAUCCUUGACUGGAAG. The protein sequence of the target gene is MYRALRLLARSRPLVRAPAAALASAPGLGGAAVPSFWPPNAARMASQNSFRIEYDTFGELKVPNDKYYGAQTVRSTMNFKIGGVTERMPTPVIKAFGILKRAAAEVNQDYGLDPKIANAIMKAADEVAEGKLNDHFPLVVWQTGSGTQTNMNVNEVISNRAIEMLGGELGSKIPVHPNDHVNKSQSSNDTFPTAMHIAAAIEVHEVLLPGLQKLHDALDAKSKEFAQIIKIGRTHTQDAVPLTLGQEFSGYVQQVKYAMTRIKAAMPRIYELAAGGTAVGTGLNTRIGFAEKVAAKVAAL.... Result: 0 (no interaction). (6) The miRNA is dre-let-7f with sequence UGAGGUAGUAGAUUGUAUAGUU. Result: 0 (no interaction). The protein sequence of the target gene is MPHSYPALSAEQKKELSDIALRIVTPGKGILAADESVGSMAKRLSQIGVENTEENRRLYRQVLFSADDRVKKCIGGVIFFHETLYQKDDNGVPFVRTIQDKGILVGIKVDKGVVPLAGTDGETTTQGLDGLLERCAQYKKDGADFAKWRCVLKISDRTPSALAILENANVLARYASICQQNGIVPIVEPEILPDGDHDLKRCQYVTEKVLAAVYKALSDHHVYLEGTLLKPNMVTPGHACPIKYSPEEIAMATVTALRRTVPPAVPGVTFLSGGQSEEEASLNLNAINRCPLPRPWALTF.... (7) The miRNA is hsa-miR-548aj-5p with sequence UGCAAAAGUAAUUGCAGUUUUUG. The protein sequence of the target gene is MSSPGPSQPPAEDPPWPARLLRAPLGLLRLDPSGGALLLCGLVALLGWSWLRRRRARGIPPGPTPWPLVGNFGHVLLPPFLRRRSWLSSRTRAAGIDPSVIGPQVLLAHLARVYGSIFSFFIGHYLVVVLSDFHSVREALVQQAEVFSDRPRVPLISIVTKEKGVVFAHYGPVWRQQRKFSHSTLRHFGLGKLSLEPKIIEEFKYVKAEMQKHGEDPFCPFSIISNAVSNIICSLCFGQRFDYTNSEFKKMLGFMSRGLEICLNSQVLLVNICPWLYYLPFGPFKELRQIEKDITSFLKK.... Result: 1 (interaction). (8) The miRNA is mmu-miR-1967 with sequence UGAGGAUCCUGGGGAGAAGAUGC. The protein sequence of the target gene is MQSKVTGNMPTQSLLMYMDGPEVIGSSLGSPMEMEDALSMKGTAVVPFRATQEKNVIQIEGYMPLDCMFCSQTFTHSEDLNKHVLMQHRPTLCEPAVLRVEAEYLSPLDKSQVRTEPPKEKNCKENEFSCEVCGQTFRVAFDVEIHMRTHKDSFTYGCNMCGRRFKEPWFLKNHMRTHNGKSGARSKLQQGLESSPATINEVVQVHAAESISSPYKICMVCGFLFPNKESLIEHRKVHTKKTAFGTSSAQTDSPQGGMPSSREDFLQLFNLRPKSHPETGKKPVRCIPQLDPFTTFQAWQ.... Result: 0 (no interaction).